Dataset: NCI-60 drug combinations with 297,098 pairs across 59 cell lines. Task: Regression. Given two drug SMILES strings and cell line genomic features, predict the synergy score measuring deviation from expected non-interaction effect. (1) Drug 2: CCC1(C2=C(COC1=O)C(=O)N3CC4=CC5=C(C=CC(=C5CN(C)C)O)N=C4C3=C2)O.Cl. Cell line: A498. Drug 1: C1C(C(OC1N2C=NC3=C2NC=NCC3O)CO)O. Synergy scores: CSS=28.7, Synergy_ZIP=-9.44, Synergy_Bliss=-3.86, Synergy_Loewe=-44.4, Synergy_HSA=-3.45. (2) Drug 1: CC1=CC=C(C=C1)C2=CC(=NN2C3=CC=C(C=C3)S(=O)(=O)N)C(F)(F)F. Drug 2: CCC(=C(C1=CC=CC=C1)C2=CC=C(C=C2)OCCN(C)C)C3=CC=CC=C3.C(C(=O)O)C(CC(=O)O)(C(=O)O)O. Cell line: TK-10. Synergy scores: CSS=3.27, Synergy_ZIP=3.60, Synergy_Bliss=1.19, Synergy_Loewe=-2.64, Synergy_HSA=-0.432. (3) Drug 1: CC1C(C(=O)NC(C(=O)N2CCCC2C(=O)N(CC(=O)N(C(C(=O)O1)C(C)C)C)C)C(C)C)NC(=O)C3=C4C(=C(C=C3)C)OC5=C(C(=O)C(=C(C5=N4)C(=O)NC6C(OC(=O)C(N(C(=O)CN(C(=O)C7CCCN7C(=O)C(NC6=O)C(C)C)C)C)C(C)C)C)N)C. Drug 2: C1=NNC2=C1C(=O)NC=N2. Cell line: OVCAR3. Synergy scores: CSS=31.3, Synergy_ZIP=-6.84, Synergy_Bliss=-0.732, Synergy_Loewe=-4.21, Synergy_HSA=1.24. (4) Drug 1: CN1C2=C(C=C(C=C2)N(CCCl)CCCl)N=C1CCCC(=O)O.Cl. Drug 2: C1=NC2=C(N=C(N=C2N1C3C(C(C(O3)CO)O)F)Cl)N. Cell line: HCT116. Synergy scores: CSS=12.2, Synergy_ZIP=-6.45, Synergy_Bliss=-12.2, Synergy_Loewe=-58.5, Synergy_HSA=-10.8. (5) Drug 1: CN(C)C1=NC(=NC(=N1)N(C)C)N(C)C. Drug 2: CC1CCC2CC(C(=CC=CC=CC(CC(C(=O)C(C(C(=CC(C(=O)CC(OC(=O)C3CCCCN3C(=O)C(=O)C1(O2)O)C(C)CC4CCC(C(C4)OC)O)C)C)O)OC)C)C)C)OC. Cell line: HOP-92. Synergy scores: CSS=11.1, Synergy_ZIP=-6.02, Synergy_Bliss=-6.77, Synergy_Loewe=-38.6, Synergy_HSA=-7.38.